Dataset: Forward reaction prediction with 1.9M reactions from USPTO patents (1976-2016). Task: Predict the product of the given reaction. (1) Given the reactants [I:1][C:2]1[CH:9]=[CH:8][C:5]([CH2:6][OH:7])=[CH:4][CH:3]=1.C[N+]1([O-])CCOCC1.C(OCC)(=O)C, predict the reaction product. The product is: [I:1][C:2]1[CH:9]=[CH:8][C:5]([CH:6]=[O:7])=[CH:4][CH:3]=1. (2) Given the reactants [Cl:1][C:2]1[CH:44]=[C:43]([CH3:45])[CH:42]=[C:41]([Cl:46])[C:3]=1[O:4][CH2:5][CH2:6][O:7][C:8]1[CH:13]=[CH:12][C:11]([CH2:14][CH:15]([C:25]2[CH:30]=[CH:29][C:28](B3OC(C)(C)C(C)(C)O3)=[CH:27][C:26]=2[CH3:40])[CH2:16][NH:17][C:18](=[O:24])[O:19][C:20]([CH3:23])([CH3:22])[CH3:21])=[CH:10][CH:9]=1.Br[C:48]1[CH:53]=[CH:52][CH:51]=[CH:50][C:49]=1[CH2:54][CH2:55][OH:56], predict the reaction product. The product is: [Cl:46][C:41]1[CH:42]=[C:43]([CH3:45])[CH:44]=[C:2]([Cl:1])[C:3]=1[O:4][CH2:5][CH2:6][O:7][C:8]1[CH:9]=[CH:10][C:11]([CH2:14][CH:15]([C:25]2[CH:30]=[CH:29][C:28]([C:48]3[CH:53]=[CH:52][CH:51]=[CH:50][C:49]=3[CH2:54][CH2:55][OH:56])=[CH:27][C:26]=2[CH3:40])[CH2:16][NH:17][C:18](=[O:24])[O:19][C:20]([CH3:21])([CH3:23])[CH3:22])=[CH:12][CH:13]=1.